The task is: Predict the reactants needed to synthesize the given product.. This data is from Full USPTO retrosynthesis dataset with 1.9M reactions from patents (1976-2016). (1) The reactants are: [C:1]([C:3]1[CH:4]=[C:5]2[C:9](=[CH:10][CH:11]=1)[NH:8][CH:7]=[C:6]2[I:12])#[N:2].[C:13](O[C:13]([O:15][C:16]([CH3:19])([CH3:18])[CH3:17])=[O:14])([O:15][C:16]([CH3:19])([CH3:18])[CH3:17])=[O:14].C(N(CC)CC)C. Given the product [C:16]([O:15][C:13]([N:8]1[C:9]2[C:5](=[CH:4][C:3]([C:1]#[N:2])=[CH:11][CH:10]=2)[C:6]([I:12])=[CH:7]1)=[O:14])([CH3:19])([CH3:18])[CH3:17], predict the reactants needed to synthesize it. (2) Given the product [NH2:19][C:20]1[N:21]([C:32]([O:34][C:35]([CH3:38])([CH3:37])[CH3:36])=[O:33])[CH:22]=[C:23]([CH2:25][CH2:26][CH2:27][CH2:28][CH2:29][C:30]2[N:41]=[N:40][N:39]([CH2:42][CH2:43][NH:44][C:45](=[O:60])[C:46]3[CH:51]=[CH:50][C:49]([CH2:52][CH2:53][CH2:54][CH2:55][CH2:56][CH2:57][CH2:58][CH3:59])=[CH:48][CH:47]=3)[CH:31]=2)[N:24]=1, predict the reactants needed to synthesize it. The reactants are: Cl.C(C1C=CC(C(N)=O)=CC=1)CCCCCCC.[NH2:19][C:20]1[N:21]([C:32]([O:34][C:35]([CH3:38])([CH3:37])[CH3:36])=[O:33])[CH:22]=[C:23]([CH2:25][CH2:26][CH2:27][CH2:28][CH2:29][C:30]#[CH:31])[N:24]=1.[N:39]([CH2:42][CH2:43][NH:44][C:45](=[O:60])[C:46]1[CH:51]=[CH:50][C:49]([CH2:52][CH2:53][CH2:54][CH2:55][CH2:56][CH2:57][CH2:58][CH3:59])=[CH:48][CH:47]=1)=[N+:40]=[N-:41]. (3) Given the product [Br:1][C:2]1[CH:3]=[C:4]([CH:7]=[CH:8][C:9]=1[S:22][CH:17]1[CH2:21][CH2:20][CH2:19][CH2:18]1)[CH:5]=[O:6], predict the reactants needed to synthesize it. The reactants are: [Br:1][C:2]1[CH:3]=[C:4]([CH:7]=[CH:8][C:9]=1F)[CH:5]=[O:6].C(=O)([O-])[O-].[K+].[K+].[CH:17]1([SH:22])[CH2:21][CH2:20][CH2:19][CH2:18]1.